The task is: Predict the reaction yield, written as a fraction of the theoretical maximum amount of product (1.0 means a 100% yield; for example, 0.34 means a 34% yield).. This data is from Reaction yield outcomes from USPTO patents with 853,638 reactions. (1) The reactants are Cl.[NH2:2][CH2:3][CH2:4][C:5]1[CH:12]=[CH:11][C:9]([OH:10])=[C:7]([OH:8])[CH:6]=1.C(=O)([O-])[O-].[Na+].[Na+].[C:19](O[C:19]([O:21][C:22]([CH3:25])([CH3:24])[CH3:23])=[O:20])([O:21][C:22]([CH3:25])([CH3:24])[CH3:23])=[O:20]. The catalyst is O1CCCC1.O. The product is [OH:8][C:7]1[CH:6]=[C:5]([CH:12]=[CH:11][C:9]=1[OH:10])[CH2:4][CH2:3][NH:2][C:19](=[O:20])[O:21][C:22]([CH3:25])([CH3:24])[CH3:23]. The yield is 0.910. (2) The reactants are [O-]CC.[Na+].C(=O)(O)O.[NH2:9][C:10]([NH2:12])=[NH:11].[C:13]1([NH:19][C:20]([C:22]2[CH:27]=[C:26]([N:28]3[CH2:32][C:31](=O)[C:30](=[CH:34]N(C)C)[CH2:29]3)[CH:25]=[CH:24][N:23]=2)=[O:21])[CH:18]=[CH:17][CH:16]=[CH:15][CH:14]=1.O. The catalyst is C(O)C. The product is [C:13]1([NH:19][C:20]([C:22]2[CH:27]=[C:26]([N:28]3[CH2:29][C:30]4[CH:34]=[N:9][C:10]([NH2:12])=[N:11][C:31]=4[CH2:32]3)[CH:25]=[CH:24][N:23]=2)=[O:21])[CH:14]=[CH:15][CH:16]=[CH:17][CH:18]=1. The yield is 0.470. (3) The reactants are [NH2:1][C@@H:2]([CH2:10][CH:11]([CH3:13])[CH3:12])[C:3]([O:5][C:6]([CH3:9])([CH3:8])[CH3:7])=[O:4].[F:14][C:15]1[CH:20]=[CH:19][C:18]([C:21]2[O:25][N:24]=[C:23]([C:26](O)=[O:27])[CH:22]=2)=[CH:17][CH:16]=1.C(Cl)CCl.C1C=CC2N(O)N=NC=2C=1.CCN(C(C)C)C(C)C. The catalyst is CC#N. The product is [F:14][C:15]1[CH:16]=[CH:17][C:18]([C:21]2[O:25][N:24]=[C:23]([C:26]([NH:1][C@@H:2]([CH2:10][CH:11]([CH3:13])[CH3:12])[C:3]([O:5][C:6]([CH3:7])([CH3:8])[CH3:9])=[O:4])=[O:27])[CH:22]=2)=[CH:19][CH:20]=1. The yield is 0.800. (4) The reactants are [N+:1]([C:4]1[CH:5]=[N:6][C:7]2[C:12]([C:13]=1[NH:14][CH2:15][C:16]1([NH:22][C:23](=[O:29])[O:24][C:25]([CH3:28])([CH3:27])[CH3:26])[CH2:21][CH2:20][CH2:19][CH2:18][CH2:17]1)=[CH:11][CH:10]=[CH:9][CH:8]=2)([O-])=O. The catalyst is [Pt].C1(C)C=CC=CC=1.C(O)C. The product is [NH2:1][C:4]1[CH:5]=[N:6][C:7]2[C:12]([C:13]=1[NH:14][CH2:15][C:16]1([NH:22][C:23](=[O:29])[O:24][C:25]([CH3:27])([CH3:26])[CH3:28])[CH2:21][CH2:20][CH2:19][CH2:18][CH2:17]1)=[CH:11][CH:10]=[CH:9][CH:8]=2. The yield is 1.00. (5) The yield is 0.730. The reactants are [OH-].[Na+:2].[Na+].[OH:4][C:5]1[CH:10]=[CH:9][C:8]([S:11]([O-:14])(=[O:13])=[O:12])=[CH:7][CH:6]=1.Cl[CH2:16][C:17]1[C:26]2[C:21](=[CH:22][CH:23]=[CH:24][CH:25]=2)[N:20]=[C:19]([CH3:27])[CH:18]=1.[I-].[Na+]. The product is [Na+:2].[CH3:27][C:19]1[CH:18]=[C:17]([CH2:16][O:4][C:5]2[CH:10]=[CH:9][C:8]([S:11]([O-:14])(=[O:12])=[O:13])=[CH:7][CH:6]=2)[C:26]2[C:21](=[CH:22][CH:23]=[CH:24][CH:25]=2)[N:20]=1. The catalyst is C(O)C.